Dataset: Catalyst prediction with 721,799 reactions and 888 catalyst types from USPTO. Task: Predict which catalyst facilitates the given reaction. (1) Reactant: [CH3:1][C:2]1[N:6]2[CH2:7][CH2:8][N:9]([C:11]([O:13][CH2:14][C:15]3[CH:20]=[CH:19][CH:18]=[CH:17][CH:16]=3)=[O:12])[CH2:10][C:5]2=[N:4][CH:3]=1.C1C(=O)N([I:28])C(=O)C1.S([O-])([O-])(=O)=S.[Na+].[Na+]. Product: [CH2:14]([O:13][C:11]([N:9]1[CH2:8][CH2:7][N:6]2[C:2]([CH3:1])=[C:3]([I:28])[N:4]=[C:5]2[CH2:10]1)=[O:12])[C:15]1[CH:20]=[CH:19][CH:18]=[CH:17][CH:16]=1. The catalyst class is: 26. (2) Reactant: [Br:1][C:2]1[CH:3]=[CH:4][C:5](F)=[C:6]([CH:9]=1)[CH:7]=[O:8].[CH3:11][S-:12].[Na+].Cl. Product: [Br:1][C:2]1[CH:3]=[CH:4][C:5]([S:12][CH3:11])=[C:6]([CH:9]=1)[CH:7]=[O:8]. The catalyst class is: 9. (3) Reactant: [CH:1]1([N:5]2[CH2:10][CH2:9][N:8]([C:11]([C:13]3[CH:14]=[C:15]4[C:19](=[CH:20][CH:21]=3)[NH:18][C:17]([C:22]([N:24]3[CH2:29][CH2:28][S:27](=[O:31])(=[O:30])[CH2:26][CH2:25]3)=[O:23])=[CH:16]4)=[O:12])[CH2:7][CH2:6]2)[CH2:4][CH2:3][CH2:2]1.[C:32]([C:34]1[CH:35]=[C:36](B(O)O)[CH:37]=[CH:38][CH:39]=1)#[N:33].N1C=CC=CC=1. Product: [CH:1]1([N:5]2[CH2:6][CH2:7][N:8]([C:11]([C:13]3[CH:14]=[C:15]4[C:19](=[CH:20][CH:21]=3)[N:18]([C:38]3[CH:39]=[C:34]([CH:35]=[CH:36][CH:37]=3)[C:32]#[N:33])[C:17]([C:22]([N:24]3[CH2:29][CH2:28][S:27](=[O:30])(=[O:31])[CH2:26][CH2:25]3)=[O:23])=[CH:16]4)=[O:12])[CH2:9][CH2:10]2)[CH2:2][CH2:3][CH2:4]1. The catalyst class is: 221. (4) Reactant: [NH2:1][C@H:2]([C:4]([OH:6])=[O:5])[CH3:3].[CH3:7][C:8]1[CH:13]=[C:12]([CH3:14])[CH:11]=[CH:10][C:9]=1[S:15]([OH:18])(=[O:17])=[O:16]. Product: [CH3:7][C:8]1[CH:13]=[C:12]([CH3:14])[CH:11]=[CH:10][C:9]=1[S:15]([OH:18])(=[O:17])=[O:16].[CH2:7]([O:5][C:4](=[O:6])[C@H:2]([CH3:3])[NH2:1])[CH3:8]. The catalyst class is: 8. (5) Product: [CH2:1]([C:3]1[C:7]([CH2:8][O:9][C:24]2[C:23]([F:26])=[CH:22][C:21]([CH2:27][CH2:28][C:29]([O:31][CH2:32][CH3:33])=[O:30])=[CH:20][C:19]=2[F:18])=[C:6]([C:10]2[CH:15]=[CH:14][C:13]([CH3:16])=[CH:12][C:11]=2[F:17])[S:5][N:4]=1)[CH3:2]. Reactant: [CH2:1]([C:3]1[C:7]([CH2:8][OH:9])=[C:6]([C:10]2[CH:15]=[CH:14][C:13]([CH3:16])=[CH:12][C:11]=2[F:17])[S:5][N:4]=1)[CH3:2].[F:18][C:19]1[CH:20]=[C:21]([CH2:27][CH2:28][C:29]([O:31][CH2:32][CH3:33])=[O:30])[CH:22]=[C:23]([F:26])[C:24]=1O.C1CCN(C(N=NC(N2CCCCC2)=O)=O)CC1.P(CCCC)(CCCC)CCCC. The catalyst class is: 11. (6) Reactant: C[O:2][C:3](=O)[CH2:4][CH2:5][CH2:6][CH2:7][CH2:8][NH:9][C:10]([NH:12][C:13](=[O:20])[C:14]1[CH:19]=[CH:18][CH:17]=[CH:16][CH:15]=1)=[O:11].[NH2:22][OH:23].Cl.C[O-].[Na+].FC(F)(F)C(O)=O. Product: [OH:23][NH:22][C:3](=[O:2])[CH2:4][CH2:5][CH2:6][CH2:7][CH2:8][NH:9][C:10]([NH:12][C:13](=[O:20])[C:14]1[CH:19]=[CH:18][CH:17]=[CH:16][CH:15]=1)=[O:11]. The catalyst class is: 5. (7) Reactant: [F:1][C:2]([F:11])([F:10])[C:3]1[CH:8]=[CH:7][CH:6]=[CH:5][C:4]=1[OH:9].Br[CH2:13][C:14]([O:16][CH3:17])=[O:15].C(=O)([O-])[O-].[Cs+].[Cs+]. Product: [F:1][C:2]([F:10])([F:11])[C:3]1[CH:8]=[CH:7][CH:6]=[CH:5][C:4]=1[O:9][CH2:13][C:14]([O:16][CH3:17])=[O:15]. The catalyst class is: 10. (8) Reactant: [Cl:1][C:2]1[CH:3]=[C:4]([C:9]2[N:13]([C:14]3[CH:15]=[CH:16][C:17]([S:20]([NH2:23])(=[O:22])=[O:21])=[N:18][CH:19]=3)[N:12]=[C:11]([C:24]([F:27])([F:26])[F:25])[CH:10]=2)[CH:5]=[CH:6][C:7]=1[OH:8].[F:28][C:29]([F:42])([F:41])[S:30](O[S:30]([C:29]([F:42])([F:41])[F:28])(=[O:32])=[O:31])(=[O:32])=[O:31]. Product: [NH2:23][S:20]([C:17]1[N:18]=[CH:19][C:14]([N:13]2[C:9]([C:4]3[CH:5]=[CH:6][C:7]([O:8][S:30]([C:29]([F:42])([F:41])[F:28])(=[O:32])=[O:31])=[C:2]([Cl:1])[CH:3]=3)=[CH:10][C:11]([C:24]([F:27])([F:25])[F:26])=[N:12]2)=[CH:15][CH:16]=1)(=[O:21])=[O:22]. The catalyst class is: 172. (9) Reactant: [CH3:1][C:2]1[N:6]=[C:5]([C:7]2[C:8](=[O:33])[NH:9][C:10](=[O:32])[N:11]([CH2:13][CH2:14][CH2:15][N:16]3[CH2:21][C@H:20]4[C@:18]([C:22]5[CH:27]=[CH:26][C:25]([C:28]([F:31])([F:30])[F:29])=[CH:24][CH:23]=5)([CH2:19]4)[CH2:17]3)[CH:12]=2)[O:4][N:3]=1.[ClH:34]. Product: [ClH:34].[CH3:1][C:2]1[N:6]=[C:5]([C:7]2[C:8](=[O:33])[NH:9][C:10](=[O:32])[N:11]([CH2:13][CH2:14][CH2:15][N:16]3[CH2:21][C@H:20]4[C@:18]([C:22]5[CH:27]=[CH:26][C:25]([C:28]([F:31])([F:30])[F:29])=[CH:24][CH:23]=5)([CH2:19]4)[CH2:17]3)[CH:12]=2)[O:4][N:3]=1. The catalyst class is: 343.